This data is from Reaction yield outcomes from USPTO patents with 853,638 reactions. The task is: Predict the reaction yield, written as a fraction of the theoretical maximum amount of product (1.0 means a 100% yield; for example, 0.34 means a 34% yield). (1) The reactants are [O:1]1[CH2:5][CH2:4][O:3][CH:2]1[C:6]1[CH:11]=[CH:10][C:9]([CH2:12][OH:13])=[CH:8][C:7]=1[F:14].[H-].[Na+].F[C:18]1[CH:23]=[CH:22][CH:21]=[CH:20][N:19]=1. The catalyst is CN(C)C=O. The product is [O:1]1[CH2:5][CH2:4][O:3][CH:2]1[C:6]1[CH:11]=[CH:10][C:9]([CH2:12][O:13][C:18]2[CH:23]=[CH:22][CH:21]=[CH:20][N:19]=2)=[CH:8][C:7]=1[F:14]. The yield is 0.640. (2) The reactants are Cl.CO.[Cl:4][C:5]1[CH:25]=[C:24]([Cl:26])[C:23]([O:27]CC2C=CC(OC)=CC=2)=[CH:22][C:6]=1[O:7][C:8]1[N:12]([CH3:13])[N:11]=[C:10]([CH3:14])[C:9]=1[C:15]([N:17]1[CH2:21][CH2:20][CH2:19][CH2:18]1)=[O:16]. No catalyst specified. The product is [Cl:26][C:24]1[CH:25]=[C:5]([Cl:4])[C:6]([O:7][C:8]2[N:12]([CH3:13])[N:11]=[C:10]([CH3:14])[C:9]=2[C:15]([N:17]2[CH2:21][CH2:20][CH2:19][CH2:18]2)=[O:16])=[CH:22][C:23]=1[OH:27]. The yield is 0.730. (3) The reactants are [Cl:1][C:2]1[CH:3]=[C:4]([CH:18]=[CH:19][C:20]=1[F:21])[CH2:5][C:6]1[CH:7]=[N:8][C:9]2[N:10]([N:12]=[CH:13][C:14]=2[C:15]([OH:17])=O)[CH:11]=1.[NH2:22][CH2:23][C:24]1[N:29]=[C:28]([CH2:30][OH:31])[CH:27]=[CH:26][CH:25]=1.CN(C(ON1N=NC2C=CC=CC1=2)=[N+](C)C)C.[B-](F)(F)(F)F.C(N(CC)CC)C. The catalyst is CN(C=O)C. The product is [Cl:1][C:2]1[CH:3]=[C:4]([CH:18]=[CH:19][C:20]=1[F:21])[CH2:5][C:6]1[CH:7]=[N:8][C:9]2[N:10]([N:12]=[CH:13][C:14]=2[C:15]([NH:22][CH2:23][C:24]2[CH:25]=[CH:26][CH:27]=[C:28]([CH2:30][OH:31])[N:29]=2)=[O:17])[CH:11]=1. The yield is 0.110. (4) The reactants are [CH2:1]([C:3]1[C:11]([N+:12]([O-])=O)=[C:6]2[CH:7]=[CH:8][CH:9]=[CH:10][N:5]2[N:4]=1)[CH3:2].[C:15](O[C:15]([O:17][C:18]([CH3:21])([CH3:20])[CH3:19])=[O:16])([O:17][C:18]([CH3:21])([CH3:20])[CH3:19])=[O:16].CCCCCCC. The catalyst is C(O)(C)C.C(O)(=O)C.[C].[Pd]. The product is [CH2:1]([C:3]1[C:11]([NH:12][C:15](=[O:16])[O:17][C:18]([CH3:21])([CH3:20])[CH3:19])=[C:6]2[CH:7]=[CH:8][CH:9]=[CH:10][N:5]2[N:4]=1)[CH3:2]. The yield is 0.710. (5) The reactants are [OH:1][C:2]1[CH:7]=[CH:6][C:5]([C:8]2[O:12][C:11]([CH3:14])([CH3:13])[C:10](=[O:15])[C:9]=2[C:16]2[CH:21]=[CH:20][N:19]=[CH:18][CH:17]=2)=[CH:4][CH:3]=1.C([O-])([O-])=O.[K+].[K+].Cl[CH2:29][C:30]1[CH:39]=[CH:38][C:37]2[C:32](=[CH:33][CH:34]=[CH:35][CH:36]=2)[N:31]=1. The catalyst is CN(C=O)C. The product is [CH3:14][C:11]1([CH3:13])[C:10](=[O:15])[C:9]([C:16]2[CH:21]=[CH:20][N:19]=[CH:18][CH:17]=2)=[C:8]([C:5]2[CH:4]=[CH:3][C:2]([O:1][CH2:29][C:30]3[CH:39]=[CH:38][C:37]4[C:32](=[CH:33][CH:34]=[CH:35][CH:36]=4)[N:31]=3)=[CH:7][CH:6]=2)[O:12]1. The yield is 0.570. (6) The yield is 0.850. The reactants are [CH:1]([C:4]1[CH:8]=[N:7][N:6]([C:9]2[CH:14]=[CH:13][CH:12]=[CH:11][C:10]=2[O:15][C:16]([F:19])([F:18])[F:17])[C:5]=1[CH2:20][O:21][C:22]1[N:27]=[C:26]([CH3:28])[C:25]([N+:29]([O-])=O)=[CH:24][CH:23]=1)([CH3:3])[CH3:2]. The product is [CH:1]([C:4]1[CH:8]=[N:7][N:6]([C:9]2[CH:14]=[CH:13][CH:12]=[CH:11][C:10]=2[O:15][C:16]([F:19])([F:17])[F:18])[C:5]=1[CH2:20][O:21][C:22]1[N:27]=[C:26]([CH3:28])[C:25]([NH2:29])=[CH:24][CH:23]=1)([CH3:3])[CH3:2]. The catalyst is CCO.C1COCC1.[Pt]=O. (7) The reactants are [C:1]([O:9]CC)(=O)[CH2:2][C:3]([O:5][CH2:6][CH3:7])=[O:4].[H-].[Na+].[Cl:14][C:15]1[CH:35]=[N:34][C:18]2[N:19]([CH2:25][C:26]3[CH:31]=[CH:30][C:29]([O:32][CH3:33])=[CH:28][CH:27]=3)C(=O)[O:21][C:22](=O)[C:17]=2[CH:16]=1.Cl. The catalyst is CC(N(C)C)=O. The product is [CH2:6]([O:5][C:3]([C:2]1[C:1](=[O:9])[N:19]([CH2:25][C:26]2[CH:31]=[CH:30][C:29]([O:32][CH3:33])=[CH:28][CH:27]=2)[C:18]2[C:17]([C:22]=1[OH:21])=[CH:16][C:15]([Cl:14])=[CH:35][N:34]=2)=[O:4])[CH3:7]. The yield is 0.990.